The task is: Predict the reaction yield, written as a fraction of the theoretical maximum amount of product (1.0 means a 100% yield; for example, 0.34 means a 34% yield).. This data is from Reaction yield outcomes from USPTO patents with 853,638 reactions. (1) The reactants are C=O.[C:3](O)(=O)C.[Cl-].[CH3:8][O:9][C:10]([C:12]1[CH:17]=[CH:16][C:15]([CH:18]2[CH2:23][CH2:22][NH2+:21][CH2:20][CH2:19]2)=[CH:14][CH:13]=1)=[O:11].C([BH3-])#N.[Na+]. The catalyst is C1COCC1.O. The product is [CH3:3][N:21]1[CH2:20][CH2:19][CH:18]([C:15]2[CH:16]=[CH:17][C:12]([C:10]([O:9][CH3:8])=[O:11])=[CH:13][CH:14]=2)[CH2:23][CH2:22]1. The yield is 0.504. (2) The yield is 0.510. The catalyst is CO.O1CCCC1.C(#N)C. The reactants are C[O:2][C:3](=[O:34])[C:4]([C:7]1[CH:12]=[CH:11][C:10]([C:13]#[C:14][C:15]2[CH:16]=[C:17]3[C:22](=[C:23]([CH:25]([CH3:27])[CH3:26])[CH:24]=2)[O:21][C:20]([CH2:30][CH3:31])([CH2:28][CH3:29])[CH2:19][C:18]3([CH3:33])[CH3:32])=[CH:9][CH:8]=1)([CH3:6])[CH3:5].[OH-].[K+].O. The product is [CH2:30]([C:20]1([CH2:28][CH3:29])[CH2:19][C:18]([CH3:32])([CH3:33])[C:17]2[C:22](=[C:23]([CH:25]([CH3:27])[CH3:26])[CH:24]=[C:15]([C:14]#[C:13][C:10]3[CH:11]=[CH:12][C:7]([C:4]([CH3:6])([CH3:5])[C:3]([OH:34])=[O:2])=[CH:8][CH:9]=3)[CH:16]=2)[O:21]1)[CH3:31]. (3) The reactants are Br[C:2]1[C:12]2[O:11][CH2:10][CH2:9][N:8]([C:13]([O:15][C:16]([CH3:19])([CH3:18])[CH3:17])=[O:14])[CH2:7][C:6]=2[CH:5]=[CH:4][CH:3]=1.[O:20]1[CH:24]=[CH:23][C:22](B(O)O)=[CH:21]1.O. The catalyst is C(O)C.C(=O)([O-])[O-].[Na+].[Na+].C1(C)C=CC=CC=1.C1C=CC([P]([Pd]([P](C2C=CC=CC=2)(C2C=CC=CC=2)C2C=CC=CC=2)([P](C2C=CC=CC=2)(C2C=CC=CC=2)C2C=CC=CC=2)[P](C2C=CC=CC=2)(C2C=CC=CC=2)C2C=CC=CC=2)(C2C=CC=CC=2)C2C=CC=CC=2)=CC=1. The product is [O:20]1[CH:24]=[CH:23][C:22]([C:2]2[C:12]3[O:11][CH2:10][CH2:9][N:8]([C:13]([O:15][C:16]([CH3:19])([CH3:18])[CH3:17])=[O:14])[CH2:7][C:6]=3[CH:5]=[CH:4][CH:3]=2)=[CH:21]1. The yield is 0.995. (4) The reactants are O=[C:2]([CH:8]1[CH2:13][CH2:12][CH2:11][CH2:10][C:9]1=O)[C:3]([O:5]CC)=[O:4].Cl.[Br:16][C:17]1[CH:18]=[C:19]([C:23](=[NH:25])[NH2:24])[CH:20]=[CH:21][CH:22]=1.[O-]CC.[Na+].C(O)C. No catalyst specified. The product is [Br:16][C:17]1[CH:18]=[C:19]([C:23]2[N:25]=[C:2]([C:3]([OH:5])=[O:4])[C:8]3[CH2:13][CH2:12][CH2:11][CH2:10][C:9]=3[N:24]=2)[CH:20]=[CH:21][CH:22]=1. The yield is 0.390. (5) The reactants are [C:1]([O:5][C:6](=[O:30])[CH2:7][C@@H:8]([C:15](N1[C@H](C)[C@H](C2C=CC=CC=2)OC1=O)=[O:16])[CH2:9][C@H:10]([CH3:14])[CH2:11][CH2:12][CH3:13])([CH3:4])([CH3:3])[CH3:2].[Li+].[OH-].OO.S(=O)(O)[O-:36].[Na+].S([O-])([O-])=O.[Na+].[Na+]. The catalyst is O.C1COCC1.CCOCC.CCCCCC. The product is [C:1]([O:5][C:6](=[O:30])[CH2:7][C@H:8]([CH2:9][C@H:10]([CH3:14])[CH2:11][CH2:12][CH3:13])[C:15]([OH:16])=[O:36])([CH3:2])([CH3:3])[CH3:4]. The yield is 0.930. (6) The reactants are Cl[CH2:2][C:3]#[N:4].CCN(C(C)C)C(C)C.[N:14]([CH:17]([CH2:21][C:22]1[CH:27]=[CH:26][CH:25]=[CH:24][CH:23]=1)[C:18]([O-:20])=[O:19])=[N+:15]=[N-:16]. No catalyst specified. The product is [N:14]([C@@H:17]([CH2:21][C:22]1[CH:27]=[CH:26][CH:25]=[CH:24][CH:23]=1)[C:18]([O:20][CH2:2][C:3]#[N:4])=[O:19])=[N+:15]=[N-:16]. The yield is 0.500. (7) The reactants are [Br:1][C:2]1[CH:14]=[CH:13][CH:12]=[CH:11][C:3]=1[CH2:4][O:5][C:6]1[CH:10]=[CH:9][NH:8][N:7]=1.[Cl:15][C:16]1[CH:21]=[CH:20][C:19](I)=[CH:18][CH:17]=1.C([O-])([O-])=O.[K+].[K+].CNC1(NC)CCCCC1. The catalyst is C1(C)C=CC=CC=1.CCCCCC.C(OCC)(=O)C. The product is [Cl:15][C:16]1[CH:21]=[CH:20][C:19]([N:8]2[CH:9]=[CH:10][C:6]([O:5][CH2:4][C:3]3[CH:11]=[CH:12][CH:13]=[CH:14][C:2]=3[Br:1])=[N:7]2)=[CH:18][CH:17]=1. The yield is 0.530. (8) The reactants are C(OP([CH2:9][C:10]([O:12]CC)=[O:11])(OCC)=O)C.[H-].[Na+].[C:17]([C:20]1[CH:27]=[CH:26][C:23](C#N)=[CH:22][CH:21]=1)(=O)C.[Cl-].[NH4+].[O:30]1CCCC1. No catalyst specified. The product is [CH:26]1[CH:27]=[C:20](/[CH:17]=[CH:9]\[C:10]([OH:12])=[O:11])[C:21]([OH:30])=[CH:22][CH:23]=1. The yield is 0.160.